From a dataset of Catalyst prediction with 721,799 reactions and 888 catalyst types from USPTO. Predict which catalyst facilitates the given reaction. (1) Reactant: [C:1]([O:5][C:6]([N:8]1[CH2:12][C@@H:11]([N:13]([CH2:26][C:27]2[CH:32]=[C:31]([C:33]([F:36])([F:35])[F:34])[CH:30]=[C:29]([C:37]([F:40])([F:39])[F:38])[CH:28]=2)[C:14]2[N:19]=[CH:18][C:17](/[CH:20]=[CH:21]/[C:22]([O:24][CH3:25])=[O:23])=[CH:16][N:15]=2)[CH2:10][C@H:9]1[CH2:41][CH3:42])=[O:7])([CH3:4])([CH3:3])[CH3:2]. Product: [C:1]([O:5][C:6]([N:8]1[CH2:12][C@@H:11]([N:13]([CH2:26][C:27]2[CH:32]=[C:31]([C:33]([F:36])([F:35])[F:34])[CH:30]=[C:29]([C:37]([F:40])([F:38])[F:39])[CH:28]=2)[C:14]2[N:15]=[CH:16][C:17]([CH2:20][CH2:21][C:22]([O:24][CH3:25])=[O:23])=[CH:18][N:19]=2)[CH2:10][C@H:9]1[CH2:41][CH3:42])=[O:7])([CH3:4])([CH3:3])[CH3:2]. The catalyst class is: 50. (2) Reactant: [C:1]([C:5]1[N:6](O)[C:7]([C:17]2[CH:22]=[CH:21][NH:20][C:19](=[O:23])[CH:18]=2)=[C:8]([C:10]2[CH:15]=[CH:14][C:13]([F:16])=[CH:12][CH:11]=2)[N:9]=1)([CH3:4])([CH3:3])[CH3:2]. Product: [C:1]([C:5]1[NH:6][C:7]([C:17]2[CH:22]=[CH:21][NH:20][C:19](=[O:23])[CH:18]=2)=[C:8]([C:10]2[CH:11]=[CH:12][C:13]([F:16])=[CH:14][CH:15]=2)[N:9]=1)([CH3:4])([CH3:2])[CH3:3]. The catalyst class is: 5.